This data is from TCR-epitope binding with 47,182 pairs between 192 epitopes and 23,139 TCRs. The task is: Binary Classification. Given a T-cell receptor sequence (or CDR3 region) and an epitope sequence, predict whether binding occurs between them. (1) The TCR CDR3 sequence is CAISTLGEGYEQYF. Result: 1 (the TCR binds to the epitope). The epitope is FLNGSCGSV. (2) The epitope is HSKKKCDEL. The TCR CDR3 sequence is CASSQNRDSVYNEQFF. Result: 0 (the TCR does not bind to the epitope).